From a dataset of Reaction yield outcomes from USPTO patents with 853,638 reactions. Predict the reaction yield, written as a fraction of the theoretical maximum amount of product (1.0 means a 100% yield; for example, 0.34 means a 34% yield). (1) The reactants are [CH2:1]([O:3][C:4]([C:6]1[CH:7]=[C:8]2[C:13](=[CH:14][CH:15]=1)[NH:12][CH:11]([C:16]1[CH:21]=[CH:20][CH:19]=[C:18](Br)[CH:17]=1)[C:10]([CH3:24])([CH3:23])[CH2:9]2)=[O:5])[CH3:2].[CH:25]([O:28][C:29]1[CH:34]=[CH:33][C:32](B(O)O)=[CH:31][CH:30]=1)([CH3:27])[CH3:26].C(=O)([O-])[O-].[Na+].[Na+].C(OCC)(=O)C. The catalyst is O1CCOCC1.C1C=CC(P(C2C=CC=CC=2)C2C=CC=CC=2)=CC=1.C1C=CC(P(C2C=CC=CC=2)C2C=CC=CC=2)=CC=1.Cl[Pd]Cl. The product is [CH2:1]([O:3][C:4]([C:6]1[CH:7]=[C:8]2[C:13](=[CH:14][CH:15]=1)[NH:12][CH:11]([C:16]1[CH:17]=[C:18]([C:32]3[CH:33]=[CH:34][C:29]([O:28][CH:25]([CH3:27])[CH3:26])=[CH:30][CH:31]=3)[CH:19]=[CH:20][CH:21]=1)[C:10]([CH3:24])([CH3:23])[CH2:9]2)=[O:5])[CH3:2]. The yield is 0.620. (2) The reactants are [OH:1][C@@:2]1([C:9]#[C:10][C:11]2[CH:12]=[C:13]([N:18]3[C:22]4=[N:23][CH:24]=[CH:25][CH:26]=[C:21]4[C:20]([C:27]([O:29]C)=O)=[N:19]3)[CH:14]=[C:15]([CH3:17])[CH:16]=2)[CH2:6][CH2:5][N:4]([CH3:7])[C:3]1=[O:8].[NH3:31]. No catalyst specified. The product is [OH:1][C@@:2]1([C:9]#[C:10][C:11]2[CH:12]=[C:13]([N:18]3[C:22]4=[N:23][CH:24]=[CH:25][CH:26]=[C:21]4[C:20]([C:27]([NH2:31])=[O:29])=[N:19]3)[CH:14]=[C:15]([CH3:17])[CH:16]=2)[CH2:6][CH2:5][N:4]([CH3:7])[C:3]1=[O:8]. The yield is 0.140.